This data is from Forward reaction prediction with 1.9M reactions from USPTO patents (1976-2016). The task is: Predict the product of the given reaction. The product is: [CH2:36]([N:17]([CH:14]([C:6]1[CH:7]=[C:8]([N+:11]([O-:13])=[O:12])[CH:9]=[CH:10][C:5]=1[S:4][CH:1]1[CH2:3][CH2:2]1)[CH:15]=[CH2:16])[S@:18]([C:20]([CH3:23])([CH3:22])[CH3:21])=[O:19])[CH:35]=[CH2:34]. Given the reactants [CH:1]1([S:4][C:5]2[CH:10]=[CH:9][C:8]([N+:11]([O-:13])=[O:12])=[CH:7][C:6]=2[CH:14]([NH:17][S@:18]([C:20]([CH3:23])([CH3:22])[CH3:21])=[O:19])[CH:15]=[CH2:16])[CH2:3][CH2:2]1.C[Si]([N-][Si](C)(C)C)(C)C.[Li+].[CH2:34](Br)[CH:35]=[CH2:36], predict the reaction product.